Task: Predict the product of the given reaction.. Dataset: Forward reaction prediction with 1.9M reactions from USPTO patents (1976-2016) (1) Given the reactants Br[C:2]1[CH:3]=[C:4]([C:8]2([C:11]([O:13][CH3:14])=[O:12])[CH2:10][CH2:9]2)[CH:5]=[N:6][CH:7]=1.[B:15]1(B2OC(C)(C)C(C)(C)O2)[O:19]C(C)(C)C(C)(C)[O:16]1.C1(P(C2CCCCC2)C2CCCCC2)CCCCC1.C([O-])(=O)C.[K+], predict the reaction product. The product is: [CH3:14][O:13][C:11]([C:8]1([C:4]2[CH:3]=[C:2]([B:15]([OH:19])[OH:16])[CH:7]=[N:6][CH:5]=2)[CH2:10][CH2:9]1)=[O:12]. (2) Given the reactants C[O:2][C:3]([C:5]1[N:10]=[C:9]2[N:11]([CH2:17][C:18]([N:20]3[C@H:25]([C:26](=[O:37])[NH:27][CH2:28][C:29]4[CH:34]=[CH:33][CH:32]=[C:31]([Cl:35])[C:30]=4[F:36])[CH2:24][C@@H:23]4[C@H:21]3[CH2:22]4)=[O:19])[CH:12]=[C:13]([C:14](=[O:16])[CH3:15])[C:8]2=[CH:7][CH:6]=1)=[O:4].[Li+].[OH-].Cl, predict the reaction product. The product is: [C:14]([C:13]1[C:8]2[C:9](=[N:10][C:5]([C:3]([OH:4])=[O:2])=[CH:6][CH:7]=2)[N:11]([CH2:17][C:18]([N:20]2[C@H:25]([C:26](=[O:37])[NH:27][CH2:28][C:29]3[CH:34]=[CH:33][CH:32]=[C:31]([Cl:35])[C:30]=3[F:36])[CH2:24][C@@H:23]3[C@H:21]2[CH2:22]3)=[O:19])[CH:12]=1)(=[O:16])[CH3:15]. (3) Given the reactants [N:1]1([CH2:6][C:7]2[CH:12]=[CH:11][C:10]([C:13](=[O:15])[CH3:14])=[CH:9][CH:8]=2)[CH:5]=[CH:4][CH:3]=[N:2]1.[BH4-].[Na+].CO, predict the reaction product. The product is: [N:1]1([CH2:6][C:7]2[CH:12]=[CH:11][C:10]([CH:13]([OH:15])[CH3:14])=[CH:9][CH:8]=2)[CH:5]=[CH:4][CH:3]=[N:2]1. (4) Given the reactants F[C:2]1[CH:7]=[CH:6][C:5]([C:8]2[O:12][N:11]=[C:10]([C:13]3[CH:21]=[CH:20][CH:19]=[C:18]4[C:14]=3[CH:15]=[CH:16][N:17]4[CH2:22][C:23]([NH2:25])=[O:24])[N:9]=2)=[CH:4][C:3]=1[CH3:26].[F:27][C:28]([F:33])([F:32])[C@H:29]([OH:31])[CH3:30].[H-].[Na+].O, predict the reaction product. The product is: [CH3:26][C:3]1[CH:4]=[C:5]([C:8]2[O:12][N:11]=[C:10]([C:13]3[CH:21]=[CH:20][CH:19]=[C:18]4[C:14]=3[CH:15]=[CH:16][N:17]4[CH2:22][C:23]([NH2:25])=[O:24])[N:9]=2)[CH:6]=[CH:7][C:2]=1[O:31][C@H:29]([CH3:30])[C:28]([F:33])([F:32])[F:27].